This data is from Reaction yield outcomes from USPTO patents with 853,638 reactions. The task is: Predict the reaction yield, written as a fraction of the theoretical maximum amount of product (1.0 means a 100% yield; for example, 0.34 means a 34% yield). The reactants are [Cl-].[Al+3].[Cl-].[Cl-].[CH2:5]1[CH2:16][C:15]2[C:10](=[CH:11][CH:12]=[CH:13][CH:14]=2)[C:8](=[O:9])[CH2:7][CH2:6]1.[Br:17]Br. No catalyst specified. The product is [Br:17][C:12]1[CH:13]=[CH:14][C:15]2[CH2:16][CH2:5][CH2:6][CH2:7][C:8](=[O:9])[C:10]=2[CH:11]=1. The yield is 0.210.